Dataset: TCR-epitope binding with 47,182 pairs between 192 epitopes and 23,139 TCRs. Task: Binary Classification. Given a T-cell receptor sequence (or CDR3 region) and an epitope sequence, predict whether binding occurs between them. Result: 1 (the TCR binds to the epitope). The epitope is TPRVTGGGAM. The TCR CDR3 sequence is CASRVGTGNLYEQYF.